From a dataset of Orexin1 receptor HTS with 218,158 compounds and 233 confirmed actives. Binary Classification. Given a drug SMILES string, predict its activity (active/inactive) in a high-throughput screening assay against a specified biological target. The molecule is O1c2cc(c3n(nnc3C(=O)N\N=C(\c3ccc(cc3)C)C)c3nonc3N)ccc2OC1. The result is 0 (inactive).